This data is from Full USPTO retrosynthesis dataset with 1.9M reactions from patents (1976-2016). The task is: Predict the reactants needed to synthesize the given product. (1) Given the product [CH2:5]([O:12][C:13]1[CH:18]=[CH:17][C:16]([CH2:19][Cl:3])=[CH:15][C:14]=1[C:21]([F:24])([F:23])[F:22])[C:6]1[CH:11]=[CH:10][CH:9]=[CH:8][CH:7]=1, predict the reactants needed to synthesize it. The reactants are: S(Cl)([Cl:3])=O.[CH2:5]([O:12][C:13]1[CH:18]=[CH:17][C:16]([CH2:19]O)=[CH:15][C:14]=1[C:21]([F:24])([F:23])[F:22])[C:6]1[CH:11]=[CH:10][CH:9]=[CH:8][CH:7]=1. (2) Given the product [Cl:30][C:27]1[CH:28]=[CH:29][C:24]([N:19]([CH2:20][CH:21]2[CH2:23][CH2:22]2)[C:16]2[CH:17]=[CH:18][C:13]([C:11]([C:6]3[CH:5]=[C:4]([CH:9]=[C:8]([N:37]([C:36]4[CH:39]=[CH:40][C:33]([Cl:32])=[CH:34][CH:35]=4)[CH3:38])[CH:7]=3)[C:3]([OH:2])=[O:31])=[O:12])=[N:14][CH:15]=2)=[CH:25][CH:26]=1, predict the reactants needed to synthesize it. The reactants are: C[O:2][C:3](=[O:31])[C:4]1[CH:9]=[C:8](I)[CH:7]=[C:6]([C:11]([C:13]2[CH:18]=[CH:17][C:16]([N:19]([C:24]3[CH:29]=[CH:28][C:27]([Cl:30])=[CH:26][CH:25]=3)[CH2:20][CH:21]3[CH2:23][CH2:22]3)=[CH:15][N:14]=2)=[O:12])[CH:5]=1.[Cl:32][C:33]1[CH:40]=[CH:39][C:36]([NH:37][CH3:38])=[CH:35][CH:34]=1. (3) Given the product [O:9]=[C:7]1[NH:6][C:5]2[CH:10]=[CH:11][C:2]([C:13]#[N:14])=[CH:3][C:4]=2[O:8]1, predict the reactants needed to synthesize it. The reactants are: Br[C:2]1[CH:11]=[CH:10][C:5]2[NH:6][C:7](=[O:9])[O:8][C:4]=2[CH:3]=1.[Cu][C:13]#[N:14].[C-]#N.[Na+]. (4) The reactants are: FC(F)(F)C(O)=O.[NH2:8][C:9]1[CH:14]=[CH:13][C:12]([CH:15]2[CH2:20][N:19]([CH3:21])[C:18](=[O:22])[N:17]([CH3:23])[CH2:16]2)=[CH:11][C:10]=1Br.[C:25]1(B(O)O)[CH2:31][CH2:30][CH2:29][CH2:28][CH2:27][CH:26]=1.[O-]P([O-])([O-])=O.[K+].[K+].[K+].C1(P(C2CCCCC2)C2C=CC=CC=2C2C(OC)=CC=CC=2OC)CCCCC1. Given the product [NH2:8][C:9]1[CH:14]=[CH:13][C:12]([CH:15]2[CH2:20][N:19]([CH3:21])[C:18](=[O:22])[N:17]([CH3:23])[CH2:16]2)=[CH:11][C:10]=1[C:25]1[CH2:31][CH2:30][CH2:29][CH2:28][CH2:27][CH:26]=1, predict the reactants needed to synthesize it. (5) Given the product [F:1][C:2]1[CH:3]=[C:4]([C:9]2[CH:18]=[N:17][C:16]3[C:11](=[CH:12][C:13]([C:29]4[S:30][CH:31]=[CH:32][CH:33]=4)=[C:14]([OH:28])[C:15]=3[C:19]([NH:21][CH2:22][C:23]([OH:25])=[O:24])=[O:20])[N:10]=2)[CH:5]=[CH:6][C:7]=1[F:8], predict the reactants needed to synthesize it. The reactants are: [F:1][C:2]1[CH:3]=[C:4]([C:9]2[CH:18]=[N:17][C:16]3[C:11](=[CH:12][C:13]([C:29]4[S:30][CH:31]=[CH:32][CH:33]=4)=[C:14]([OH:28])[C:15]=3[C:19]([NH:21][CH2:22][C:23]([O:25]CC)=[O:24])=[O:20])[N:10]=2)[CH:5]=[CH:6][C:7]=1[F:8].[OH-].[Na+]. (6) Given the product [CH3:31][C:26]1[C:25]([CH2:24][N:22]2[CH:23]=[C:19]([N:15]3[C:16](=[O:18])[CH2:17][N:13]([CH2:12][C:11]4[CH:33]=[CH:34][CH:35]=[C:9]([OH:8])[CH:10]=4)[C:14]3=[O:32])[CH:20]=[N:21]2)=[C:29]([CH3:30])[O:28][N:27]=1, predict the reactants needed to synthesize it. The reactants are: [Si]([O:8][C:9]1[CH:10]=[C:11]([CH:33]=[CH:34][CH:35]=1)[CH2:12][N:13]1[CH2:17][C:16](=[O:18])[N:15]([C:19]2[CH:20]=[N:21][N:22]([CH2:24][C:25]3[C:26]([CH3:31])=[N:27][O:28][C:29]=3[CH3:30])[CH:23]=2)[C:14]1=[O:32])(C(C)(C)C)(C)C.Cl. (7) Given the product [Br:1][C:2]1[N:7]=[CH:6][C:5]2[N:8]=[C:19]([CH2:18][C:16]#[N:17])[N:9]([C:10]3[CH:15]=[CH:14][CH:13]=[CH:12][CH:11]=3)[C:4]=2[CH:3]=1, predict the reactants needed to synthesize it. The reactants are: [Br:1][C:2]1[N:7]=[CH:6][C:5]([NH2:8])=[C:4]([NH:9][C:10]2[CH:15]=[CH:14][CH:13]=[CH:12][CH:11]=2)[CH:3]=1.[C:16]([CH2:18][C:19](OCC)=O)#[N:17].